This data is from Forward reaction prediction with 1.9M reactions from USPTO patents (1976-2016). The task is: Predict the product of the given reaction. (1) The product is: [Cl:1][C:2]1[CH:3]=[C:4]2[C:9](=[C:10]([F:22])[C:11]=1[C:12]1[C:20]([CH3:21])=[CH:19][CH:18]=[C:17]3[C:13]=1[C:14]([F:34])=[N:15][NH:16]3)[N:8]=[CH:7][N:6]=[C:5]2[N:23]1[CH2:28][CH2:27][N:26]([C:29](=[O:32])[CH:30]=[CH2:31])[CH2:25][CH2:24]1. Given the reactants [Cl:1][C:2]1[CH:3]=[C:4]2[C:9](=[C:10]([F:22])[C:11]=1[C:12]1[C:20]([CH3:21])=[CH:19][CH:18]=[C:17]3[C:13]=1[CH:14]=[N:15][NH:16]3)[N:8]=[CH:7][N:6]=[C:5]2[N:23]1[CH2:28][CH2:27][N:26]([C:29](=[O:32])[CH:30]=[CH2:31])[CH2:25][CH2:24]1.[B-](F)(F)(F)[F:34].[B-](F)(F)(F)F.C1[N+]2(CCl)CC[N+](F)(CC2)C1, predict the reaction product. (2) Given the reactants Cl.[NH2:2][C:3]1([CH2:9][NH:10][C:11]([C:13]2[C:14]([Cl:22])=[C:15]3[C:19](=[CH:20][CH:21]=2)[NH:18][CH:17]=[CH:16]3)=[O:12])[CH2:8][CH2:7][CH2:6][CH2:5][CH2:4]1.CCN(CC)CC.[C:30](Cl)(=[O:32])[CH3:31], predict the reaction product. The product is: [C:30]([NH:2][C:3]1([CH2:9][NH:10][C:11]([C:13]2[C:14]([Cl:22])=[C:15]3[C:19](=[CH:20][CH:21]=2)[NH:18][CH:17]=[CH:16]3)=[O:12])[CH2:4][CH2:5][CH2:6][CH2:7][CH2:8]1)(=[O:32])[CH3:31].